From a dataset of Forward reaction prediction with 1.9M reactions from USPTO patents (1976-2016). Predict the product of the given reaction. (1) Given the reactants [Cl:1][C:2]1[CH:3]=[C:4]2[C:10]([C:11]3[N:16]=[C:15]([NH:17][C@H:18]([C:20]([NH:22][CH2:23][C:24]([F:27])([F:26])[F:25])=[O:21])[CH3:19])[CH:14]=[N:13][CH:12]=3)=[CH:9][N:8](S(C3C=CC=CC=3)(=O)=O)[C:5]2=[N:6][CH:7]=1.C([O-])([O-])=O.[K+].[K+], predict the reaction product. The product is: [Cl:1][C:2]1[CH:3]=[C:4]2[C:10]([C:11]3[N:16]=[C:15]([NH:17][C@H:18]([C:20]([NH:22][CH2:23][C:24]([F:27])([F:25])[F:26])=[O:21])[CH3:19])[CH:14]=[N:13][CH:12]=3)=[CH:9][NH:8][C:5]2=[N:6][CH:7]=1. (2) Given the reactants [CH2:1]1[CH:6]2[CH2:7][C:8]3([NH2:11])[CH2:10][CH:4]([CH2:5]2)[CH2:3][CH:2]1[CH2:9]3.Cl[CH2:13][C:14]1[N:15]=[C:16]([C:19]2[CH:24]=[CH:23][CH:22]=[CH:21][CH:20]=2)[S:17][CH:18]=1, predict the reaction product. The product is: [C:19]1([C:16]2[S:17][CH:18]=[C:14]([CH2:13][NH:11][C:8]34[CH2:10][CH:4]5[CH2:5][CH:6]([CH2:1][CH:2]([CH2:3]5)[CH2:9]3)[CH2:7]4)[N:15]=2)[CH:20]=[CH:21][CH:22]=[CH:23][CH:24]=1. (3) The product is: [Cl:1][C:2]1[CH:10]=[CH:9][C:5]([C:6]([O:8][CH3:21])=[O:7])=[C:4]([O:11][CH2:12][C:13]([F:15])([F:14])[F:16])[N:3]=1. Given the reactants [Cl:1][C:2]1[CH:10]=[CH:9][C:5]([C:6]([OH:8])=[O:7])=[C:4]([O:11][CH2:12][C:13]([F:16])([F:15])[F:14])[N:3]=1.S(Cl)(Cl)=O.[CH3:21]O, predict the reaction product. (4) Given the reactants [Br:1][C:2]1[C:11]2[C:10]([CH3:13])([CH3:12])[CH2:9][CH:8]=[C:7]([CH:14]([CH3:16])[CH3:15])[C:6]=2[CH:5]=[C:4](/[C:17](/[CH3:30])=[C:18](/[F:29])\[CH:19]=[CH:20]\[C:21](\[CH3:28])=[CH:22]\[C:23]([O:25]CC)=[O:24])[C:3]=1[O:31][CH2:32][CH2:33][CH3:34].[OH-].[Na+], predict the reaction product. The product is: [Br:1][C:2]1[C:11]2[C:10]([CH3:13])([CH3:12])[CH2:9][CH:8]=[C:7]([CH:14]([CH3:16])[CH3:15])[C:6]=2[CH:5]=[C:4](/[C:17](/[CH3:30])=[C:18](/[F:29])\[CH:19]=[CH:20]\[C:21](\[CH3:28])=[CH:22]/[C:23]([OH:25])=[O:24])[C:3]=1[O:31][CH2:32][CH2:33][CH3:34]. (5) Given the reactants [Cl:1][C:2]1[CH:7]=[CH:6][C:5]([N:8]2C(=O)C3C(=CC=CC=3)C2=O)=[CH:4][C:3]=1[C:19]1[N:20]=[C:21]2[N:26]=[CH:25][C:24]([N:27]([CH3:34])[C:28](=[O:33])[O:29][CH:30]([CH3:32])[CH3:31])=[CH:23][N:22]2[CH:35]=1.NN, predict the reaction product. The product is: [NH2:8][C:5]1[CH:6]=[CH:7][C:2]([Cl:1])=[C:3]([C:19]2[N:20]=[C:21]3[N:26]=[CH:25][C:24]([N:27]([CH3:34])[C:28](=[O:33])[O:29][CH:30]([CH3:32])[CH3:31])=[CH:23][N:22]3[CH:35]=2)[CH:4]=1.